Task: Predict the reaction yield, written as a fraction of the theoretical maximum amount of product (1.0 means a 100% yield; for example, 0.34 means a 34% yield).. Dataset: Reaction yield outcomes from USPTO patents with 853,638 reactions (1) The reactants are C([O:4][CH2:5][C:6]1[C:7]([N:27]2[CH2:39][CH2:38][N:30]3[C:31]4[CH2:32][CH2:33][CH2:34][CH2:35][C:36]=4[CH:37]=[C:29]3[C:28]2=[O:40])=[N:8][CH:9]=[CH:10][C:11]=1[C:12]1[CH:17]=[C:16]([NH:18][C:19]2[CH:24]=[N:23][CH:22]=[CH:21][N:20]=2)[C:15](=[O:25])[N:14]([CH3:26])[CH:13]=1)(=O)C.[OH-].[Li+]. The catalyst is C(O)(C)C.C1COCC1.O. The product is [OH:4][CH2:5][C:6]1[C:7]([N:27]2[CH2:39][CH2:38][N:30]3[C:31]4[CH2:32][CH2:33][CH2:34][CH2:35][C:36]=4[CH:37]=[C:29]3[C:28]2=[O:40])=[N:8][CH:9]=[CH:10][C:11]=1[C:12]1[CH:17]=[C:16]([NH:18][C:19]2[CH:24]=[N:23][CH:22]=[CH:21][N:20]=2)[C:15](=[O:25])[N:14]([CH3:26])[CH:13]=1. The yield is 0.850. (2) The reactants are [CH2:1]([C@H:8]([NH:39]C(=O)OC(C)(C)C)[C@@H:9]([OH:38])[CH2:10][C@@H:11]([NH:25][C:26](=[O:37])[C@@H:27]([NH:32][C:33]([O:35][CH3:36])=[O:34])[C:28]([CH3:31])([CH3:30])[CH3:29])[CH2:12][C:13]1[CH:18]=[CH:17][C:16]([C:19]2[CH:24]=[CH:23][CH:22]=[CH:21][N:20]=2)=[CH:15][CH:14]=1)[C:2]1[CH:7]=[CH:6][CH:5]=[CH:4][CH:3]=1.C(O)(C(F)(F)F)=O.C(Cl)Cl. No catalyst specified. The product is [NH2:39][C@@H:8]([CH2:1][C:2]1[CH:3]=[CH:4][CH:5]=[CH:6][CH:7]=1)[C@@H:9]([OH:38])[CH2:10][C@@H:11]([NH:25][C:26](=[O:37])[C@@H:27]([NH:32][C:33](=[O:34])[O:35][CH3:36])[C:28]([CH3:30])([CH3:31])[CH3:29])[CH2:12][C:13]1[CH:18]=[CH:17][C:16]([C:19]2[CH:24]=[CH:23][CH:22]=[CH:21][N:20]=2)=[CH:15][CH:14]=1. The yield is 0.903.